This data is from Catalyst prediction with 721,799 reactions and 888 catalyst types from USPTO. The task is: Predict which catalyst facilitates the given reaction. (1) Reactant: [I:1][C:2]1[C:6]([CH3:7])=[CH:5][S:4][C:3]=1[C:8]([O:10]C)=[O:9].[OH-].[Na+].CO.Cl. The catalyst class is: 1. Product: [I:1][C:2]1[C:6]([CH3:7])=[CH:5][S:4][C:3]=1[C:8]([OH:10])=[O:9]. (2) Reactant: [C:1]([O:4][C:5](=[O:7])[CH3:6])(=O)[CH3:2].[NH2:8][C:9]1[C:18]2[C:13](=[CH:14][CH:15]=[CH:16][CH:17]=2)[C:12](CCO)=[C:11]([N+:22]([O-:24])=[O:23])[CH:10]=1. Product: [C:5]([O:4][CH2:1][CH2:2][C:12]1[C:13]2[C:18](=[CH:17][CH:16]=[CH:15][CH:14]=2)[C:9]([NH2:8])=[CH:10][C:11]=1[N+:22]([O-:24])=[O:23])(=[O:7])[CH3:6]. The catalyst class is: 436. (3) Reactant: ON1C2N=CC=CC=2N=N1.[NH:11]1[CH2:16][CH2:15][O:14][CH2:13][CH2:12]1.[NH:17]1[C:25]2[C:20](=[CH:21][CH:22]=[C:23]([C:26](O)=[O:27])[CH:24]=2)[CH:19]=[CH:18]1.O. The catalyst class is: 3. Product: [NH:17]1[C:25]2[C:20](=[CH:21][CH:22]=[C:23]([C:26]([N:11]3[CH2:16][CH2:15][O:14][CH2:13][CH2:12]3)=[O:27])[CH:24]=2)[CH:19]=[CH:18]1. (4) Product: [CH4:1].[CH3:11][C:1]1[CH:6]=[CH:5][C:4]([S:7]([OH:10])(=[O:9])=[O:8])=[CH:3][CH:2]=1. The catalyst class is: 237. Reactant: [C:1]1([CH3:11])[CH:6]=[CH:5][C:4]([S:7]([OH:10])(=[O:9])=[O:8])=[CH:3][CH:2]=1. (5) Reactant: C(Cl)(=O)C(Cl)=O.CS(C)=O.[N:11]1([CH2:17][C:18]2[CH:23]=[CH:22][C:21]([CH2:24][OH:25])=[CH:20][CH:19]=2)[CH2:16][CH2:15][O:14][CH2:13][CH2:12]1.CCN(CC)CC. Product: [N:11]1([CH2:17][C:18]2[CH:23]=[CH:22][C:21]([CH:24]=[O:25])=[CH:20][CH:19]=2)[CH2:16][CH2:15][O:14][CH2:13][CH2:12]1. The catalyst class is: 34. (6) Reactant: [Cl:1][C:2]1[CH:7]=[C:6]([CH3:8])[CH:5]=[CH:4][C:3]=1[NH:9][C:10]1[N:15]=[CH:14][C:13]2[C:16]([CH2:29][N:30](C)[C:31](=O)OC(C)(C)C)=[CH:17][N:18]([S:19]([C:22]3[CH:27]=[CH:26][CH:25]=[C:24]([F:28])[CH:23]=3)(=[O:21])=[O:20])[C:12]=2[CH:11]=1. Product: [ClH:1].[Cl:1][C:2]1[CH:7]=[C:6]([CH3:8])[CH:5]=[CH:4][C:3]=1[NH:9][C:10]1[N:15]=[CH:14][C:13]2[C:16]([CH2:29][NH:30][CH3:31])=[CH:17][N:18]([S:19]([C:22]3[CH:27]=[CH:26][CH:25]=[C:24]([F:28])[CH:23]=3)(=[O:21])=[O:20])[C:12]=2[CH:11]=1. The catalyst class is: 209.